Dataset: Forward reaction prediction with 1.9M reactions from USPTO patents (1976-2016). Task: Predict the product of the given reaction. (1) Given the reactants [CH3:1][O:2][C:3]1[CH:8]=[C:7]([N:9]2[CH2:16][CH:15]3[CH:11]([CH2:12][N:13]([CH3:17])[CH2:14]3)[CH2:10]2)[CH:6]=[CH:5][C:4]=1[C:18]1[CH:23]=[CH:22][CH:21]=[CH:20][CH:19]=1.[C:24]1([CH3:34])[CH:29]=[CH:28][C:27]([S:30]([OH:33])(=[O:32])=[O:31])=[CH:26][CH:25]=1.C(OCC)C, predict the reaction product. The product is: [C:24]1([CH3:34])[CH:25]=[CH:26][C:27]([S:30]([OH:33])(=[O:31])=[O:32])=[CH:28][CH:29]=1.[CH3:1][O:2][C:3]1[CH:8]=[C:7]([N:9]2[CH2:10][CH:11]3[CH:15]([CH2:14][N:13]([CH3:17])[CH2:12]3)[CH2:16]2)[CH:6]=[CH:5][C:4]=1[C:18]1[CH:23]=[CH:22][CH:21]=[CH:20][CH:19]=1. (2) Given the reactants [Cl:1][C:2]1[C:6]2[CH:7]=[CH:8][CH:9]=[CH:10][C:5]=2[O:4][C:3]=1[CH:11]=O.[CH3:13][NH2:14].[BH4-].[Na+], predict the reaction product. The product is: [Cl:1][C:2]1[C:6]2[CH:7]=[CH:8][CH:9]=[CH:10][C:5]=2[O:4][C:3]=1[CH2:11][NH:14][CH3:13]. (3) Given the reactants [CH3:1][S:2]([CH2:5][C:6]1[CH:7]=[C:8]([CH:13]=[CH:14][CH:15]=1)[C:9]([O:11]C)=[O:10])(=[O:4])=[O:3].[OH-].[Li+].Cl.O, predict the reaction product. The product is: [CH3:1][S:2]([CH2:5][C:6]1[CH:7]=[C:8]([CH:13]=[CH:14][CH:15]=1)[C:9]([OH:11])=[O:10])(=[O:3])=[O:4]. (4) The product is: [CH3:1][O:2][C:3](=[O:18])[C:4]1[C:9]([CH3:10])=[CH:8][CH:7]=[C:6]([F:11])[C:5]=1[N:12]1[C:16](=[O:17])[N:15]([CH3:19])[N:14]=[N:13]1. Given the reactants [CH3:1][O:2][C:3](=[O:18])[C:4]1[C:9]([CH3:10])=[CH:8][CH:7]=[C:6]([F:11])[C:5]=1[N:12]1[C:16](=[O:17])[NH:15][N:14]=[N:13]1.[CH3:19]N(C)C=O.C(=O)([O-])[O-].[K+].[K+].CI, predict the reaction product. (5) Given the reactants [OH-].[Na+].[CH3:3][N:4]([CH3:40])[CH2:5][CH2:6][CH2:7][O:8][C:9]1[CH:14]=[CH:13][C:12]([C:15]2[CH:20]=[CH:19][C:18]([C:21]([O:23]CC)=[O:22])=[CH:17][CH:16]=2)=[CH:11][C:10]=1[C:26]1[CH:35]=[CH:34][C:33]2[C:32]([CH3:37])([CH3:36])[CH2:31][CH2:30][C:29]([CH3:39])([CH3:38])[C:28]=2[CH:27]=1, predict the reaction product. The product is: [CH3:40][N:4]([CH3:3])[CH2:5][CH2:6][CH2:7][O:8][C:9]1[CH:14]=[CH:13][C:12]([C:15]2[CH:20]=[CH:19][C:18]([C:21]([OH:23])=[O:22])=[CH:17][CH:16]=2)=[CH:11][C:10]=1[C:26]1[CH:35]=[CH:34][C:33]2[C:32]([CH3:36])([CH3:37])[CH2:31][CH2:30][C:29]([CH3:39])([CH3:38])[C:28]=2[CH:27]=1.